Dataset: Catalyst prediction with 721,799 reactions and 888 catalyst types from USPTO. Task: Predict which catalyst facilitates the given reaction. (1) Reactant: O[C@@H:2]1[C@@:9]([CH3:16])([CH2:10][CH2:11][CH:12]=[C:13]([CH3:15])[CH3:14])[C@@H:8]2[C:17]([O:20][CH3:21])([O:18][CH3:19])[C@@:4]([CH2:25][CH:26]=[C:27]([CH3:29])[CH3:28])([C:5]([O:23][CH3:24])=[CH:6][C:7]2=[O:22])[CH2:3]1.N1C=CC=CC=1.FC(F)(F)S(OS(C(F)(F)F)(=O)=O)(=O)=O.C([N-]CC)C.[Li+].Cl[Si](C)(C)C. Product: [CH3:24][O:23][C:5]1[C:4]2([CH2:25][CH:26]=[C:27]([CH3:28])[CH3:29])[C:17]([O:18][CH3:19])([O:20][CH3:21])[C:8]3([C:7](=[O:22])[CH:6]=1)[CH:2]([C:9]3([CH3:16])[CH2:10][CH2:11][CH:12]=[C:13]([CH3:15])[CH3:14])[CH2:3]2. The catalyst class is: 76. (2) Reactant: [C:1]([CH:4]([CH2:10][C:11](=[O:16])[C:12]([CH3:15])([CH3:14])[CH3:13])[C:5]([O:7]CC)=O)(=O)[CH3:2].[C:17](=[NH:23])([NH2:22])[CH2:18][CH2:19][CH2:20][CH3:21].C[O-].[Na+].CO.C(OCC)(=O)C. Product: [CH2:18]([C:17]1[NH:23][C:5](=[O:7])[C:4]([CH2:10][C:11](=[O:16])[C:12]([CH3:13])([CH3:14])[CH3:15])=[C:1]([CH3:2])[N:22]=1)[CH2:19][CH2:20][CH3:21]. The catalyst class is: 24.